This data is from Forward reaction prediction with 1.9M reactions from USPTO patents (1976-2016). The task is: Predict the product of the given reaction. (1) Given the reactants [F:1][C:2]([F:7])([F:6])[C:3]([OH:5])=[O:4].FC(F)(F)C(O)=O.[CH3:15][N:16]1[CH2:21][CH2:20][CH:19]([O:22][C:23]2[CH:28]=[CH:27][C:26]([C:29]3[C:37]4[C:32](=[CH:33][CH:34]=[C:35]([NH2:38])[CH:36]=4)[NH:31][N:30]=3)=[CH:25][CH:24]=2)[CH2:18][CH2:17]1.[F:39][C:40]1[CH:45]=[CH:44][CH:43]=[CH:42][C:41]=1[N:46]=[C:47]=[O:48].CCN(C(C)C)C(C)C, predict the reaction product. The product is: [F:39][C:40]1[CH:45]=[CH:44][CH:43]=[CH:42][C:41]=1[NH:46][C:47]([NH:38][C:35]1[CH:36]=[C:37]2[C:32](=[CH:33][CH:34]=1)[NH:31][N:30]=[C:29]2[C:26]1[CH:27]=[CH:28][C:23]([O:22][CH:19]2[CH2:18][CH2:17][N:16]([CH3:15])[CH2:21][CH2:20]2)=[CH:24][CH:25]=1)=[O:48].[C:3]([OH:5])([C:2]([F:7])([F:6])[F:1])=[O:4]. (2) Given the reactants [OH:1][C@@:2]1([CH3:23])[CH2:7][CH2:6][C@@H:5]([NH:8][C:9]2[C:14]([C:15]#[N:16])=[CH:13][N:12]=[C:11](S(C)(=O)=O)[N:10]=2)[CH2:4][C:3]1([CH3:22])[CH3:21].[F:24][C:25]([F:37])([CH3:36])[CH2:26][O:27][C:28]1[C:33]([CH2:34][NH2:35])=[CH:32][N:31]=[CH:30][N:29]=1.CCN(C(C)C)C(C)C, predict the reaction product. The product is: [F:37][C:25]([F:24])([CH3:36])[CH2:26][O:27][C:28]1[C:33]([CH2:34][NH:35][C:11]2[N:10]=[C:9]([NH:8][C@@H:5]3[CH2:6][CH2:7][C@@:2]([OH:1])([CH3:23])[C:3]([CH3:22])([CH3:21])[CH2:4]3)[C:14]([C:15]#[N:16])=[CH:13][N:12]=2)=[CH:32][N:31]=[CH:30][N:29]=1.